The task is: Regression/Classification. Given a drug SMILES string, predict its toxicity properties. Task type varies by dataset: regression for continuous values (e.g., LD50, hERG inhibition percentage) or binary classification for toxic/non-toxic outcomes (e.g., AMES mutagenicity, cardiotoxicity, hepatotoxicity). Dataset: ld50_zhu.. This data is from Acute oral toxicity (LD50) regression data from Zhu et al.. (1) The drug is CCSP(=O)(CCl)SCC. The rat oral LD50 is 3.80, given as -log10 of the dose in mol/kg body weight (higher means more acutely toxic). (2) The rat oral LD50 is 1.55, given as -log10 of the dose in mol/kg body weight (higher means more acutely toxic). The drug is CC(=O)OC1=C(OC(C)=O)C(=O)OC1=O. (3) The drug is CCCCC=O. The rat oral LD50 is 1.27, given as -log10 of the dose in mol/kg body weight (higher means more acutely toxic). (4) The drug is Oc1c(Cl)cc2[nH]c(C(F)(F)F)nc2c1Cl. The rat oral LD50 is 3.67, given as -log10 of the dose in mol/kg body weight (higher means more acutely toxic).